From a dataset of Reaction yield outcomes from USPTO patents with 853,638 reactions. Predict the reaction yield, written as a fraction of the theoretical maximum amount of product (1.0 means a 100% yield; for example, 0.34 means a 34% yield). The reactants are [C:1]([CH2:5][C:6](Cl)=[O:7])([CH3:4])([CH3:3])[CH3:2].[CH3:9][C:10]1[CH:16]=[CH:15][CH:14]=[C:13]([CH3:17])[C:11]=1[NH2:12].C(N(CC)CC)C.C(OCC)(=O)C. The catalyst is C1COCC1. The product is [CH3:9][C:10]1[CH:16]=[CH:15][CH:14]=[C:13]([CH3:17])[C:11]=1[NH:12][C:6](=[O:7])[CH2:5][C:1]([CH3:4])([CH3:3])[CH3:2]. The yield is 0.820.